This data is from Forward reaction prediction with 1.9M reactions from USPTO patents (1976-2016). The task is: Predict the product of the given reaction. (1) Given the reactants [CH3:1][S:2]([O:5][CH2:6][C@@H:7]([OH:15])[CH2:8][CH2:9][O:10][S:11]([CH3:14])(=[O:13])=[O:12])(=[O:4])=[O:3].[C:16]([Si:20](Cl)([C:27]1[CH:32]=[CH:31][CH:30]=[CH:29][CH:28]=1)[C:21]1[CH:26]=[CH:25][CH:24]=[CH:23][CH:22]=1)([CH3:19])([CH3:18])[CH3:17].N1C=CN=C1, predict the reaction product. The product is: [CH3:1][S:2]([O:5][CH2:6][C@@H:7]([O:15][Si:20]([C:16]([CH3:19])([CH3:18])[CH3:17])([C:27]1[CH:28]=[CH:29][CH:30]=[CH:31][CH:32]=1)[C:21]1[CH:26]=[CH:25][CH:24]=[CH:23][CH:22]=1)[CH2:8][CH2:9][O:10][S:11]([CH3:14])(=[O:12])=[O:13])(=[O:3])=[O:4]. (2) Given the reactants [NH2:1][CH2:2][C@H:3]1[N:8]([C:9]([C:11]2[N:12]=[C:13]([CH3:23])[S:14][C:15]=2[C:16]2[CH:17]=[C:18]([CH3:22])[CH:19]=[CH:20][CH:21]=2)=[O:10])[CH2:7][C@H:6]2[C@@H:4]1[CH2:5]2.[Cl:24][C:25]1[C:33]([F:34])=[CH:32][CH:31]=[CH:30][C:26]=1[C:27](O)=[O:28], predict the reaction product. The product is: [Cl:24][C:25]1[C:33]([F:34])=[CH:32][CH:31]=[CH:30][C:26]=1[C:27]([NH:1][CH2:2][C@H:3]1[N:8]([C:9]([C:11]2[N:12]=[C:13]([CH3:23])[S:14][C:15]=2[C:16]2[CH:17]=[C:18]([CH3:22])[CH:19]=[CH:20][CH:21]=2)=[O:10])[CH2:7][C@H:6]2[C@@H:4]1[CH2:5]2)=[O:28]. (3) Given the reactants [C:1]([CH2:3][N:4]1[CH2:10][CH2:9][CH:8]([OH:11])[C:7]2[CH:12]=[CH:13][O:14][C:6]=2[CH2:5]1)#[N:2].[Br:15][C:16]1[C:17]([Cl:23])=[C:18](F)[CH:19]=[CH:20][CH:21]=1, predict the reaction product. The product is: [ClH:23].[Br:15][C:16]1[C:17]([Cl:23])=[C:18]([O:11][CH:8]2[CH2:9][CH2:10][N:4]([CH2:3][C:1]#[N:2])[CH2:5][C:6]3[O:14][CH:13]=[CH:12][C:7]2=3)[CH:19]=[CH:20][CH:21]=1. (4) Given the reactants [Br:1][C:2]1[C:3]([CH:8]=[O:9])=[N:4][N:5]([CH3:7])[CH:6]=1.[CH3:10][Mg]Br, predict the reaction product. The product is: [Br:1][C:2]1[C:3]([CH:8]([OH:9])[CH3:10])=[N:4][N:5]([CH3:7])[CH:6]=1. (5) Given the reactants [CH2:1]([O:8][CH2:9][P:10](=[O:13])([OH:12])[OH:11])[C:2]1[CH:7]=[CH:6][CH:5]=[CH:4][CH:3]=1.S(Cl)(Cl)=O.N1C=NN=N1.[C:23]1(O)[CH:28]=[CH:27][CH:26]=[CH:25][CH:24]=1.C(N(CC)CC)C.[C:37]([O:42][CH2:43][CH3:44])(=[O:41])[CH:38]([CH3:40])O, predict the reaction product. The product is: [CH2:43]([O:42][C:37](=[O:41])[CH:38]([O:13][P:10]([CH2:9][O:8][CH2:1][C:2]1[CH:3]=[CH:4][CH:5]=[CH:6][CH:7]=1)([O:12][C:23]1[CH:28]=[CH:27][CH:26]=[CH:25][CH:24]=1)=[O:11])[CH3:40])[CH3:44]. (6) Given the reactants C1COCC1.Br[C:7]1[CH:12]=[CH:11][C:10]([C:13]2[C:17]3[N:18]=[C:19]([Cl:30])[N:20]=[C:21]([NH:22][CH2:23][CH:24]4[CH2:29][CH2:28][O:27][CH2:26][CH2:25]4)[C:16]=3[O:15][N:14]=2)=[CH:9][CH:8]=1.C([Li])CCC.CCCCCC.[C:42](=[O:44])=[O:43], predict the reaction product. The product is: [Cl:30][C:19]1[N:20]=[C:21]([NH:22][CH2:23][CH:24]2[CH2:29][CH2:28][O:27][CH2:26][CH2:25]2)[C:16]2[O:15][N:14]=[C:13]([C:10]3[CH:11]=[CH:12][C:7]([C:42]([OH:44])=[O:43])=[CH:8][CH:9]=3)[C:17]=2[N:18]=1. (7) Given the reactants [CH3:1]N(C=O)C.[Br:6][C:7]1[CH:8]=[C:9]([NH:13][C:14](=[O:16])[CH3:15])[CH:10]=[CH:11][CH:12]=1.[H-].[Na+].CI, predict the reaction product. The product is: [Br:6][C:7]1[CH:8]=[C:9]([N:13]([CH3:1])[C:14](=[O:16])[CH3:15])[CH:10]=[CH:11][CH:12]=1. (8) Given the reactants Cl[C:2]1[C:3]2[CH:16]=[CH:15][CH:14]=[CH:13][C:4]=2[NH:5][C:6]2[N:12]=[CH:11][CH:10]=[CH:9][C:7]=2[N:8]=1.C(N(C(C)C)CC)(C)C.[NH:26]([C:28]([C:30]1[CH:45]=[CH:44][C:33]([CH2:34][CH2:35][NH:36][C:37](=[O:43])[O:38][C:39]([CH3:42])([CH3:41])[CH3:40])=[CH:32][CH:31]=1)=O)[NH2:27].C(OCC)(=O)C, predict the reaction product. The product is: [N:27]1[N:26]=[C:28]([C:30]2[CH:45]=[CH:44][C:33]([CH2:34][CH2:35][NH:36][C:37](=[O:43])[O:38][C:39]([CH3:40])([CH3:41])[CH3:42])=[CH:32][CH:31]=2)[N:8]2[C:2]=1[C:3]1[CH:16]=[CH:15][CH:14]=[CH:13][C:4]=1[NH:5][C:6]1[N:12]=[CH:11][CH:10]=[CH:9][C:7]2=1. (9) Given the reactants O[N:2]([C:32]1[CH:33]=[N:34][CH:35]=[CH:36][CH:37]=1)[C:3](=[O:31])[C:4]([C:6]1[CH:7]=[C:8]([CH2:23][C:24]2[CH:29]=[CH:28][C:27]([F:30])=[CH:26][CH:25]=2)[N:9]2[C:14]=1[CH:13]=[C:12]([O:15]CC1C=CC=CC=1)[CH:11]=[CH:10]2)=[O:5].C(OC1C=CN=C(C)C=1)C1C=CC=CC=1, predict the reaction product. The product is: [F:30][C:27]1[CH:26]=[CH:25][C:24]([CH2:23][C:8]2[N:9]3[C:14]([CH:13]=[C:12]([OH:15])[CH:11]=[CH:10]3)=[C:6]([C:4](=[O:5])[C:3]([NH:2][C:32]3[CH:33]=[N:34][CH:35]=[CH:36][CH:37]=3)=[O:31])[CH:7]=2)=[CH:29][CH:28]=1. (10) Given the reactants O[Li:2].O.C([O:6][C:7](=[O:16])[CH2:8][C:9]([O:11][C:12]([CH3:15])([CH3:14])[CH3:13])=[O:10])C.C1COCC1.O, predict the reaction product. The product is: [C:12]([O:11][C:9]([CH2:8][C:7]([O-:16])=[O:6])=[O:10])([CH3:15])([CH3:13])[CH3:14].[Li+:2].